This data is from Forward reaction prediction with 1.9M reactions from USPTO patents (1976-2016). The task is: Predict the product of the given reaction. (1) Given the reactants C(OC([O:11][C:12]1([CH2:50][CH3:51])[C:17]2[CH:18]=[C:19]3[N:27]([C:28](=[O:29])[C:16]=2[CH2:15][O:14][C:13]1=[O:49])[CH2:26][C:25]1[C:24]([CH2:30][CH2:31][Si:32]([CH3:44])([CH3:43])[CH2:33][CH2:34][CH2:35][O:36][C:37]([CH:39]2[CH2:42][CH2:41][CH2:40]2)=[O:38])=[C:23]2[CH:45]=[CH:46][CH:47]=[CH:48][C:22]2=[N:21][C:20]3=1)=O)C1C=CC=CC=1.[H][H], predict the reaction product. The product is: [CH2:50]([C:12]1([OH:11])[C:17]2[CH:18]=[C:19]3[N:27]([C:28](=[O:29])[C:16]=2[CH2:15][O:14][C:13]1=[O:49])[CH2:26][C:25]1[C:24]([CH2:30][CH2:31][Si:32]([CH3:44])([CH3:43])[CH2:33][CH2:34][CH2:35][O:36][C:37]([CH:39]2[CH2:42][CH2:41][CH2:40]2)=[O:38])=[C:23]2[CH:45]=[CH:46][CH:47]=[CH:48][C:22]2=[N:21][C:20]3=1)[CH3:51]. (2) Given the reactants CO[C:3]1[CH:8]=[CH:7][CH:6]=[C:5]([CH2:9][CH2:10][CH2:11][CH2:12][CH2:13][CH2:14][CH2:15][CH2:16][CH3:17])[CH:4]=1.[Br:18]N1C(=O)CCC1=O.CN([CH:29]=[O:30])C, predict the reaction product. The product is: [Br:18][CH:9]([C:5]1[CH:4]=[CH:3][CH:8]=[CH:7][CH:6]=1)[CH:10]([O:30][CH3:29])[CH2:11][CH2:12][CH2:13][CH2:14][CH2:15][CH2:16][CH3:17]. (3) Given the reactants [S:1]1[C:5]2[CH:6]=[C:7]([NH2:10])[CH:8]=[CH:9][C:4]=2[N:3]=[CH:2]1.[CH3:11][C:12](=[CH:16][CH3:17])[C:13]([OH:15])=[O:14].C1(O)C=CC(O)=CC=1, predict the reaction product. The product is: [S:1]1[C:5]2[CH:6]=[C:7]([NH:10][CH:16]([CH3:17])[CH:12]([CH3:11])[C:13]([OH:15])=[O:14])[CH:8]=[CH:9][C:4]=2[N:3]=[CH:2]1.